Dataset: Reaction yield outcomes from USPTO patents with 853,638 reactions. Task: Predict the reaction yield, written as a fraction of the theoretical maximum amount of product (1.0 means a 100% yield; for example, 0.34 means a 34% yield). (1) The reactants are [CH:1]1([N:5]2[C:13]3[C:8](=[CH:9][CH:10]=[C:11]([OH:14])[CH:12]=3)[C:7]([C:15]#[N:16])=[CH:6]2)[CH2:4][CH2:3][CH2:2]1.[Li+].CC([N-]C(C)C)C.[I:25]I.C([O-])([O-])=O.[Cs+].[Cs+].Cl[C:34]1[N:39]=[CH:38][CH:37]=[CH:36][N:35]=1. The catalyst is C1COCC1.CN(C=O)C. The product is [CH:1]1([N:5]2[C:13]3[C:8](=[CH:9][CH:10]=[C:11]([O:14][C:34]4[N:39]=[CH:38][CH:37]=[CH:36][N:35]=4)[CH:12]=3)[C:7]([C:15]#[N:16])=[C:6]2[I:25])[CH2:2][CH2:3][CH2:4]1. The yield is 0.470. (2) The reactants are [CH2:1]([O:3][C@@H:4]([CH2:8][C:9]1[CH:14]=[CH:13][C:12]([O:15][CH2:16][C:17]([C:19]2[CH:24]=[CH:23][CH:22]=[C:21]([O:25][CH3:26])[CH:20]=2)=[O:18])=[CH:11][CH:10]=1)[C:5]([OH:7])=O)[CH3:2].C(N(CC)C(C)C)(C)C.F[P-](F)(F)(F)(F)F.C[N+](C)=[C:45](N(C)C)[O:46][N:47]1C2N=CC=CC=2N=N1.Cl.O(N)C. The catalyst is CN(C)C=O.Cl. The product is [CH2:1]([O:3][C@@H:4]([CH2:8][C:9]1[CH:14]=[CH:13][C:12]([O:15][CH2:16][C:17]([C:19]2[CH:24]=[CH:23][CH:22]=[C:21]([O:25][CH3:26])[CH:20]=2)=[O:18])=[CH:11][CH:10]=1)[C:5]([NH:47][O:46][CH3:45])=[O:7])[CH3:2]. The yield is 0.866. (3) The reactants are [F:1][C:2]([F:16])([F:15])[O:3][C:4]1[CH:9]=[CH:8][C:7]([C:10]2[O:14][CH:13]=[N:12][CH:11]=2)=[CH:6][CH:5]=1.[Li]CCCC.[Cl:22]C(Cl)(Cl)C(Cl)(Cl)Cl. The catalyst is C1COCC1. The product is [Cl:22][C:13]1[O:14][C:10]([C:7]2[CH:8]=[CH:9][C:4]([O:3][C:2]([F:1])([F:15])[F:16])=[CH:5][CH:6]=2)=[CH:11][N:12]=1. The yield is 0.498. (4) The product is [OH:42][C:25]([CH3:41])([CH3:24])[CH2:26][N:27]1[CH:31]=[C:30]([C:2]2[CH:3]=[CH:4][C:5]3[C:11]4[N:12]=[C:13]([N:15]5[C:19]([CH3:21])([CH3:20])[CH2:18][NH:17][C:16]5=[O:22])[S:14][C:10]=4[CH2:9][CH2:8][O:7][C:6]=3[CH:23]=2)[CH:29]=[N:28]1. The reactants are Br[C:2]1[CH:3]=[CH:4][C:5]2[C:11]3[N:12]=[C:13]([N:15]4[C:19]([CH3:21])([CH3:20])[CH2:18][NH:17][C:16]4=[O:22])[S:14][C:10]=3[CH2:9][CH2:8][O:7][C:6]=2[CH:23]=1.[CH3:24][C:25]([OH:42])([CH3:41])[CH2:26][N:27]1[CH:31]=[C:30](B2OC(C)(C)C(C)(C)O2)[CH:29]=[N:28]1. The yield is 0.120. No catalyst specified.